This data is from Forward reaction prediction with 1.9M reactions from USPTO patents (1976-2016). The task is: Predict the product of the given reaction. (1) Given the reactants CC(C)([O-])C.[K+].[C:7]([C:11]1[N:15]2[CH2:16][CH2:17][CH:18]([C:20]([O:22]CC)=O)[CH2:19][C:14]2=[N:13][N:12]=1)([CH3:10])([CH3:9])[CH3:8].[F:25][C:26]1[CH:35]=[CH:34][C:29]([C:30](=[N:32]O)[NH2:31])=[CH:28][CH:27]=1.C(=O)(O)[O-].[Na+], predict the reaction product. The product is: [C:7]([C:11]1[N:15]2[CH2:16][CH2:17][CH:18]([C:20]3[O:22][N:32]=[C:30]([C:29]4[CH:34]=[CH:35][C:26]([F:25])=[CH:27][CH:28]=4)[N:31]=3)[CH2:19][C:14]2=[N:13][N:12]=1)([CH3:8])([CH3:9])[CH3:10]. (2) Given the reactants [Cl:1][C:2]1[N:10](CC=C)[C:9]2[C:8](=[O:14])[N:7]([CH2:15][CH2:16][CH2:17][C:18]3[O:22][N:21]=[C:20]([CH2:23][C:24]4[CH:29]=[CH:28][C:27]([Cl:30])=[CH:26][CH:25]=4)[N:19]=3)[C:6](=[O:31])[N:5]([CH2:32][CH2:33][CH2:34][CH2:35][CH3:36])[C:4]=2[N:3]=1.N1CCOCC1, predict the reaction product. The product is: [Cl:1][C:2]1[NH:10][C:9]2[C:8](=[O:14])[N:7]([CH2:15][CH2:16][CH2:17][C:18]3[O:22][N:21]=[C:20]([CH2:23][C:24]4[CH:29]=[CH:28][C:27]([Cl:30])=[CH:26][CH:25]=4)[N:19]=3)[C:6](=[O:31])[N:5]([CH2:32][CH2:33][CH2:34][CH2:35][CH3:36])[C:4]=2[N:3]=1. (3) Given the reactants [NH:1]1[C:9]2[CH:8]=[CH:7][CH:6]=[C:5]([CH:10]=O)[C:4]=2[CH:3]=[CH:2]1.O.[BH4-].[Na+].C[NH2:16], predict the reaction product. The product is: [NH2:16][CH2:10][C:5]1[CH:6]=[CH:7][CH:8]=[C:9]2[C:4]=1[CH:3]=[CH:2][NH:1]2. (4) The product is: [F:31][C:28]1[CH:27]=[CH:26][C:25]([C:22]2[N:21]=[CH:20][C:19]([NH:18][CH2:17][CH2:16][C:14]3[N:15]=[C:11]([S:10][C:7]([CH3:9])([CH3:8])[C:6]([OH:32])=[O:5])[S:12][CH:13]=3)=[CH:24][CH:23]=2)=[CH:30][CH:29]=1. Given the reactants C([O:5][C:6](=[O:32])[C:7]([S:10][C:11]1[S:12][CH:13]=[C:14]([CH2:16][CH2:17][NH:18][C:19]2[CH:20]=[N:21][C:22]([C:25]3[CH:30]=[CH:29][C:28]([F:31])=[CH:27][CH:26]=3)=[CH:23][CH:24]=2)[N:15]=1)([CH3:9])[CH3:8])(C)(C)C.FC(F)(F)C(O)=O, predict the reaction product. (5) Given the reactants C[C:2]1[C:3]([C:18]2[CH:23]=[CH:22][CH:21]=[CH:20][CH:19]=2)=[C:4]([C:13]([O:15]CC)=[O:14])[C:5]([C:8]([O:10]CC)=[O:9])=[N:6][CH:7]=1.C1(C2C=CN=C(C(OCC)=O)C=2C(OCC)=O)C=CC=CC=1, predict the reaction product. The product is: [C:18]1([C:3]2[CH:2]=[CH:7][N:6]=[C:5]([C:8]([OH:10])=[O:9])[C:4]=2[C:13]([OH:15])=[O:14])[CH:19]=[CH:20][CH:21]=[CH:22][CH:23]=1.